This data is from Full USPTO retrosynthesis dataset with 1.9M reactions from patents (1976-2016). The task is: Predict the reactants needed to synthesize the given product. Given the product [ClH:42].[ClH:42].[ClH:42].[ClH:42].[F:1][C:2]1[CH:7]=[CH:6][C:5]([CH:8]([N:33]2[CH2:38][CH2:37][N:36]([CH:39]([CH3:41])[CH3:40])[CH2:35][CH2:34]2)[CH2:9][N:10]2[CH2:15][CH2:14][N:13]([CH2:16][CH2:17][CH2:18][C:19]3[CH:24]=[CH:23][CH:22]=[CH:21][C:20]=3[C:25]3[CH:30]=[CH:29][C:28]([C:31]#[N:32])=[CH:27][CH:26]=3)[CH2:12][CH2:11]2)=[CH:4][CH:3]=1, predict the reactants needed to synthesize it. The reactants are: [F:1][C:2]1[CH:7]=[CH:6][C:5]([CH:8]([N:33]2[CH2:38][CH2:37][N:36]([CH:39]([CH3:41])[CH3:40])[CH2:35][CH2:34]2)[CH2:9][N:10]2[CH2:15][CH2:14][N:13]([CH2:16][CH2:17][CH2:18][C:19]3[CH:24]=[CH:23][CH:22]=[CH:21][C:20]=3[C:25]3[CH:30]=[CH:29][C:28]([C:31]#[N:32])=[CH:27][CH:26]=3)[CH2:12][CH2:11]2)=[CH:4][CH:3]=1.[ClH:42].O1CCOCC1.